This data is from Catalyst prediction with 721,799 reactions and 888 catalyst types from USPTO. The task is: Predict which catalyst facilitates the given reaction. (1) Reactant: [CH2:1]([NH:5][C:6]1[CH:10]=[C:9]([C:11]2[CH:16]=[CH:15][N:14]=[CH:13][CH:12]=2)[S:8][C:7]=1[C:17]([OH:19])=O)[CH2:2][CH2:3][CH3:4].[Cl-].[NH4+].C([N:24](CC)CC)C.ON1C2C=CC=CC=2N=N1.Cl.C(N=C=NCCCN(C)C)C.C(=O)([O-])O.[Na+]. Product: [CH2:1]([NH:5][C:6]1[CH:10]=[C:9]([C:11]2[CH:16]=[CH:15][N:14]=[CH:13][CH:12]=2)[S:8][C:7]=1[C:17]([NH2:24])=[O:19])[CH2:2][CH2:3][CH3:4]. The catalyst class is: 136. (2) Reactant: FC(F)(F)C(O)=O.[N:8]1[CH:13]=[CH:12][CH:11]=[C:10]([NH:14][S:15](=[O:25])(=[O:24])[NH:16]C(OC(C)(C)C)=O)[CH:9]=1. Product: [N:8]1[CH:13]=[CH:12][CH:11]=[C:10]([NH:14][S:15]([NH2:16])(=[O:24])=[O:25])[CH:9]=1. The catalyst class is: 91.